This data is from Catalyst prediction with 721,799 reactions and 888 catalyst types from USPTO. The task is: Predict which catalyst facilitates the given reaction. (1) Reactant: Br[C:2]1[S:3][C:4]([C:7]2[CH:8]=[C:9]([NH:14][C:15]3[N:20]=[C:19]([C:21]([F:24])([F:23])[F:22])[CH:18]=[CH:17][N:16]=3)[CH:10]=[C:11]([CH3:13])[CH:12]=2)=[CH:5][N:6]=1.CC1(C)C(C)(C)OB([C:33]2[CH:34]=[N:35][NH:36][CH:37]=2)O1.C([O-])([O-])=O.[Na+].[Na+]. Product: [CH3:13][C:11]1[CH:10]=[C:9]([NH:14][C:15]2[N:20]=[C:19]([C:21]([F:24])([F:23])[F:22])[CH:18]=[CH:17][N:16]=2)[CH:8]=[C:7]([C:4]2[S:3][C:2]([C:33]3[CH:34]=[N:35][NH:36][CH:37]=3)=[N:6][CH:5]=2)[CH:12]=1. The catalyst class is: 819. (2) Reactant: [OH:1][C:2]1[CH:9]=[CH:8][C:7]([O:10][CH3:11])=[CH:6][C:3]=1[CH:4]=[O:5].F[C:13]1[CH:20]=[CH:19][C:16]([CH2:17]Br)=[CH:15][CH:14]=1.C([O-])([O-])=O.[K+].[K+]. Product: [CH2:17]([O:1][C:2]1[CH:9]=[CH:8][C:7]([O:10][CH3:11])=[CH:6][C:3]=1[CH:4]=[O:5])[C:16]1[CH:19]=[CH:20][CH:13]=[CH:14][CH:15]=1. The catalyst class is: 23. (3) The catalyst class is: 3. Product: [CH3:13][O:12][C:11]1[C:10]2[N:9]=[C:8]([NH:14][C:15](=[O:16])[C:17]3[CH:22]=[CH:21][CH:20]=[N:19][CH:18]=3)[N:7]3[CH2:23][CH2:24][N:25]=[C:6]3[C:5]=2[CH:4]=[CH:3][C:2]=1[O:1][CH2:44][C@H:45]1[CH2:46][O:47]1. Reactant: [OH:1][C:2]1[CH:3]=[CH:4][C:5]2[C:6]3[N:7]([CH2:23][CH2:24][N:25]=3)[C:8]([NH:14][C:15]([C:17]3[CH:18]=[N:19][CH:20]=[CH:21][CH:22]=3)=[O:16])=[N:9][C:10]=2[C:11]=1[O:12][CH3:13].C(O)(C(F)(F)F)=O.C(=O)([O-])[O-].[Cs+].[Cs+].CS(O[CH2:44][C@@H:45]1[O:47][CH2:46]1)(=O)=O. (4) The catalyst class is: 30. Reactant: [CH3:1][O:2][C:3](=O)[C:4]1C=CC(CN2CCCCC2)=CC=1.[H-].[Al+3].[Li+].[H-].[H-].[H-].[Cl-].[NH4+].[C:26](O)(=O)/C=[CH:28]\[C:29]([OH:31])=O. Product: [CH2:3]([O:2][CH2:1][CH3:26])[CH3:4].[CH3:1][CH:29]([OH:31])[CH3:28]. (5) Reactant: [C:1]([C:3]1[CH:8]=[CH:7][C:6]([N:9]2[C:17]3[C:12](=[CH:13][C:14]([C:18]([O:20][CH3:21])=[O:19])=[CH:15][CH:16]=3)[CH:11]=[CH:10]2)=[CH:5][C:4]=1F)#[N:2].[C:23]([O-])([O-])=[O:24].[K+].[K+]. Product: [C:1]([C:3]1[CH:8]=[CH:7][C:6]([N:9]2[C:17]3[C:12](=[CH:13][C:14]([C:18]([O:20][CH3:21])=[O:19])=[CH:15][CH:16]=3)[CH:11]=[CH:10]2)=[CH:5][C:4]=1[O:24][CH3:23])#[N:2]. The catalyst class is: 24. (6) Reactant: [CH:1]1[C:14]2[C:5](=[CH:6][C:7]3[C:12]([C:13]=2[C:15]2[N:20]=[CH:19][C:18]([C:21]4[CH:26]=[CH:25][CH:24]=[CH:23][CH:22]=4)=[CH:17][N:16]=2)=[CH:11][CH:10]=[CH:9][CH:8]=3)[CH:4]=[CH:3][CH:2]=1.C1C(=O)N([Br:34])C(=O)C1.O. Product: [Br:34][C:6]1[C:7]2[C:12](=[CH:11][CH:10]=[CH:9][CH:8]=2)[C:13]([C:15]2[N:20]=[CH:19][C:18]([C:21]3[CH:26]=[CH:25][CH:24]=[CH:23][CH:22]=3)=[CH:17][N:16]=2)=[C:14]2[C:5]=1[CH:4]=[CH:3][CH:2]=[CH:1]2. The catalyst class is: 22. (7) Reactant: C(N(CC)CC)C.[C:8]([N:11]1[C:19]2[C:14](=[CH:15][C:16]([Cl:20])=[CH:17][CH:18]=2)[CH2:13][CH:12]1[C:21]([NH2:23])=O)(=[O:10])[CH3:9].ClC(Cl)(Cl)C(Cl)=O. Product: [C:8]([N:11]1[C:19]2[C:14](=[CH:15][C:16]([Cl:20])=[CH:17][CH:18]=2)[CH2:13][CH:12]1[C:21]#[N:23])(=[O:10])[CH3:9]. The catalyst class is: 4. (8) Reactant: [C:1]([C:3](=[CH:17][NH:18][C:19]1[CH:23]=[CH:22][S:21][CH:20]=1)[C:4]([NH:6][C:7]1[CH:12]=[C:11]([O:13][CH3:14])[C:10]([Cl:15])=[CH:9][C:8]=1[Cl:16])=O)#[N:2].P(Cl)(Cl)(Cl)=O. Product: [Cl:16][C:8]1[CH:9]=[C:10]([Cl:15])[C:11]([O:13][CH3:14])=[CH:12][C:7]=1[NH:6][C:4]1[C:3]([C:1]#[N:2])=[CH:17][N:18]=[C:19]2[CH:23]=[CH:22][S:21][C:20]=12. The catalyst class is: 10. (9) Reactant: [NH:1]1[C:5]2[CH:6]=[CH:7][C:8]([NH2:10])=[CH:9][C:4]=2[N:3]=[CH:2]1.[Cl:11][C:12]1[C:13]([F:21])=[C:14]([C:17]([F:20])=[CH:18][CH:19]=1)[CH:15]=O.[O:22]([C:24]#[N:25])[K].Cl.N1C=CC=CC=1.[N+:33]([CH:35]([CH3:40])[C:36]([CH3:39])([CH3:38])[CH3:37])#[C-:34]. Product: [NH:1]1[C:5]2[CH:6]=[CH:7][C:8]([N:10]3[CH:15]([C:14]4[C:17]([F:20])=[CH:18][CH:19]=[C:12]([Cl:11])[C:13]=4[F:21])[C:34](=[N:33][CH:35]([CH3:40])[C:36]([CH3:39])([CH3:38])[CH3:37])[NH:25][C:24]3=[O:22])=[CH:9][C:4]=2[N:3]=[CH:2]1. The catalyst class is: 5. (10) Reactant: Br[C:2]1[C:3]([C:18]([F:21])([F:20])[F:19])=[CH:4][C:5]([N:8]2[C:12](=[O:13])[C:11]([CH3:14])=[C:10]([O:15][CH3:16])[CH:9]2[OH:17])=[N:6][CH:7]=1.[F-].[Cs+].O. Product: [OH:17][CH:9]1[C:10]([O:15][CH3:16])=[C:11]([CH3:14])[C:12](=[O:13])[N:8]1[C:5]1[CH:4]=[C:3]([C:18]([F:21])([F:20])[F:19])[C:2]([CH:2]=[C:3]([CH3:18])[CH3:4])=[CH:7][N:6]=1. The catalyst class is: 294.